This data is from Forward reaction prediction with 1.9M reactions from USPTO patents (1976-2016). The task is: Predict the product of the given reaction. (1) Given the reactants [C:1]([N:5]([CH3:32])[C:6]([C:8]1[N:12]2[CH2:13][CH2:14][C:15]3[C:20]([C:11]2=[C:10]([C:27]2[S:28][CH:29]=[CH:30][CH:31]=2)[N:9]=1)=[CH:19][C:18]([O:21][CH2:22][CH2:23][NH2:24])=[C:17]([O:25][CH3:26])[CH:16]=3)=[O:7])([CH3:4])([CH3:3])[CH3:2].Cl[C:34]([O:36][CH3:37])=[O:35], predict the reaction product. The product is: [CH3:37][O:36][C:34](=[O:35])[NH:24][CH2:23][CH2:22][O:21][C:18]1[CH:19]=[C:20]2[C:15]([CH2:14][CH2:13][N:12]3[C:8]([C:6](=[O:7])[N:5]([C:1]([CH3:3])([CH3:4])[CH3:2])[CH3:32])=[N:9][C:10]([C:27]4[S:28][CH:29]=[CH:30][CH:31]=4)=[C:11]32)=[CH:16][C:17]=1[O:25][CH3:26]. (2) Given the reactants C(O[C:4]1[CH2:9][CH2:8][CH2:7][C:6](=[O:10])[CH:5]=1)C.[C:11]1([Mg]Br)[CH:16]=[CH:15][CH:14]=[CH:13][CH:12]=1.Cl, predict the reaction product. The product is: [C:11]1([C:4]2[CH2:9][CH2:8][CH2:7][C:6](=[O:10])[CH:5]=2)[CH:16]=[CH:15][CH:14]=[CH:13][CH:12]=1. (3) The product is: [CH2:29]([C:14]1[N:15]=[C:11]([C:10]2[C:2]([CH3:1])=[N:3][N:4]3[CH:9]=[CH:8][CH:7]=[CH:6][C:5]=23)[S:12][C:13]=1[C:24]([O:26][CH2:27][CH3:28])=[O:25])[C:30]1[CH:35]=[CH:34][CH:33]=[CH:32][CH:31]=1. Given the reactants [CH3:1][C:2]1[C:10]([C:11]2[S:12][C:13]([C:24]([O:26][CH2:27][CH3:28])=[O:25])=[C:14](OS(C(F)(F)F)(=O)=O)[N:15]=2)=[C:5]2[CH:6]=[CH:7][CH:8]=[CH:9][N:4]2[N:3]=1.[CH2:29](B1OC(C)(C)C(C)(C)O1)[C:30]1[CH:35]=[CH:34][CH:33]=[CH:32][CH:31]=1.C(=O)([O-])[O-].[Cs+].[Cs+].O, predict the reaction product. (4) Given the reactants I[CH3:2].[Br:3][C:4]1[CH:5]=[C:6]([C:10](=[S:12])[NH2:11])[CH:7]=[CH:8][CH:9]=1, predict the reaction product. The product is: [Br:3][C:4]1[CH:5]=[C:6]([C:10]([S:12][CH3:2])=[NH:11])[CH:7]=[CH:8][CH:9]=1. (5) Given the reactants [Cl:1][CH2:2][CH:3]([OH:13])[CH2:4][C:5]1[CH:10]=[CH:9][CH:8]=[C:7]([F:11])[C:6]=1[CH3:12].CC(OI1(OC(C)=O)(OC(C)=O)OC(=O)C2C1=CC=CC=2)=O.C(OCC)C, predict the reaction product. The product is: [Cl:1][CH2:2][C:3](=[O:13])[CH2:4][C:5]1[CH:10]=[CH:9][CH:8]=[C:7]([F:11])[C:6]=1[CH3:12].